The task is: Predict which catalyst facilitates the given reaction.. This data is from Catalyst prediction with 721,799 reactions and 888 catalyst types from USPTO. Reactant: [C:1]([CH2:3][C:4]([OH:6])=O)#[N:2].C(Cl)(=O)C(Cl)=O.[NH:13]1[CH2:18][CH2:17][CH2:16][CH:15]([NH:19][C:20]2[C:21]3[CH:38]=[CH:37][NH:36][C:22]=3[N:23]=[C:24]([NH:26][C:27]3[CH:35]=[CH:34][C:30]([C:31]([NH2:33])=[O:32])=[CH:29][CH:28]=3)[N:25]=2)[CH2:14]1.O. Product: [C:1]([CH2:3][C:4]([N:13]1[CH2:18][CH2:17][CH2:16][CH:15]([NH:19][C:20]2[C:21]3[CH:38]=[CH:37][NH:36][C:22]=3[N:23]=[C:24]([NH:26][C:27]3[CH:35]=[CH:34][C:30]([C:31]([NH2:33])=[O:32])=[CH:29][CH:28]=3)[N:25]=2)[CH2:14]1)=[O:6])#[N:2]. The catalyst class is: 59.